From a dataset of Full USPTO retrosynthesis dataset with 1.9M reactions from patents (1976-2016). Predict the reactants needed to synthesize the given product. (1) Given the product [Br:10][C:11]1[CH:16]=[CH:15][N:14]=[C:13]([NH:17][CH:7]=[C:6]2[CH2:5][CH2:4][O:3][C:2]2=[O:1])[CH:12]=1, predict the reactants needed to synthesize it. The reactants are: [O:1]=[C:2]1[C:6](=[CH:7][O-])[CH2:5][CH2:4][O:3]1.[Na+].[Br:10][C:11]1[CH:16]=[CH:15][N:14]=[C:13]([NH2:17])[CH:12]=1.CC1C=CC(S(O)(=O)=O)=CC=1. (2) Given the product [Cl:8][C:7]1[C:2]([O:33][C:30]2[CH:31]=[C:32]3[C:27](=[CH:28][CH:29]=2)[N:26]=[CH:25][N:24]=[C:23]3[NH:15][C:16]2[S:20][N:19]=[C:18]([CH3:21])[N:17]=2)=[C:3]([S:9]([N:12]([CH3:14])[CH3:13])(=[O:11])=[O:10])[CH:4]=[CH:5][CH:6]=1, predict the reactants needed to synthesize it. The reactants are: Cl[C:2]1[C:7]([Cl:8])=[CH:6][CH:5]=[CH:4][C:3]=1[S:9]([N:12]([CH3:14])[CH3:13])(=[O:11])=[O:10].[NH2:15][C:16]1[S:20][N:19]=[C:18]([CH3:21])[N:17]=1.Cl[C:23]1[C:32]2[C:27](=[CH:28][CH:29]=[C:30]([OH:33])[CH:31]=2)[N:26]=[CH:25][N:24]=1.